This data is from Full USPTO retrosynthesis dataset with 1.9M reactions from patents (1976-2016). The task is: Predict the reactants needed to synthesize the given product. (1) Given the product [Cl:1][C:2]1[S:6][C:5]([C:19]2[CH:18]=[CH:17][C:16]([CH2:15][N:10]3[CH:14]=[CH:13][N:12]=[CH:11]3)=[CH:21][N:20]=2)=[CH:4][CH:3]=1, predict the reactants needed to synthesize it. The reactants are: [Cl:1][C:2]1[S:6][C:5](B(O)O)=[CH:4][CH:3]=1.[N:10]1([CH2:15][C:16]2[CH:17]=[CH:18][C:19](Br)=[N:20][CH:21]=2)[CH:14]=[CH:13][N:12]=[CH:11]1. (2) Given the product [CH3:17][CH:16]([CH3:18])[C:15]([O:20][CH:3]([O:2][C:1]([O:6][C:7]1[CH:12]=[CH:11][C:10]([F:13])=[CH:9][CH:8]=1)=[O:14])[CH3:4])=[O:19], predict the reactants needed to synthesize it. The reactants are: [C:1](=[O:14])([O:6][C:7]1[CH:12]=[CH:11][C:10]([F:13])=[CH:9][CH:8]=1)[O:2][CH:3](Cl)[CH3:4].[C:15]([OH:20])(=[O:19])[CH:16]([CH3:18])[CH3:17]. (3) Given the product [Cl:1][C:2]1[N:7]=[C:6]([CH3:8])[C:5]2[C:9]([O:31][C:39]([F:50])([F:49])[F:38])=[N:10][N:11]([C:12]([C:13]3[CH:18]=[CH:17][CH:16]=[CH:15][CH:14]=3)([C:19]3[CH:20]=[CH:21][CH:22]=[CH:23][CH:24]=3)[C:25]3[CH:26]=[CH:27][CH:28]=[CH:29][CH:30]=3)[C:4]=2[CH:3]=1, predict the reactants needed to synthesize it. The reactants are: [Cl:1][C:2]1[N:7]=[C:6]([CH3:8])[C:5]2[C:9](=[O:31])[NH:10][N:11]([C:12]([C:25]3[CH:30]=[CH:29][CH:28]=[CH:27][CH:26]=3)([C:19]3[CH:24]=[CH:23][CH:22]=[CH:21][CH:20]=3)[C:13]3[CH:18]=[CH:17][CH:16]=[CH:15][CH:14]=3)[C:4]=2[CH:3]=1.C(=O)([O-])[O-].[K+].[K+].[F:38][C:39]([F:50])([F:49])I1C2C=CC=CC=2CO1. (4) The reactants are: [Br:1][C:2]1[CH:8]=[C:7]([CH3:9])[C:5]([NH2:6])=[C:4]([CH2:10][CH3:11])[CH:3]=1.Cl[C:13](Cl)([O:15]C(=O)OC(Cl)(Cl)Cl)Cl. Given the product [Br:1][C:2]1[CH:8]=[C:7]([CH3:9])[C:5]([N:6]=[C:13]=[O:15])=[C:4]([CH2:10][CH3:11])[CH:3]=1, predict the reactants needed to synthesize it. (5) The reactants are: [OH:1][C:2]1[CH:7]=[CH:6][C:5]([C:8]2[NH:12][N:11]=[C:10]([C:13]([OH:15])=O)[CH:9]=2)=[CH:4][CH:3]=1.CCN(C(C)C)C(C)C.C1C=CC2N(O)N=NC=2C=1.CCN=C=NCCCN(C)C.Cl.Cl.Cl.[NH2:49][CH2:50][C:51]([N:53]1[CH2:58][CH2:57][CH:56]([NH:59][C:60]2[CH:65]=[CH:64][CH:63]=[CH:62][C:61]=2[Cl:66])[CH2:55][CH2:54]1)=[O:52]. Given the product [Cl:66][C:61]1[CH:62]=[CH:63][CH:64]=[CH:65][C:60]=1[NH:59][CH:56]1[CH2:55][CH2:54][N:53]([C:51](=[O:52])[CH2:50][NH:49][C:13]([C:10]2[CH:9]=[C:8]([C:5]3[CH:4]=[CH:3][C:2]([OH:1])=[CH:7][CH:6]=3)[NH:12][N:11]=2)=[O:15])[CH2:58][CH2:57]1, predict the reactants needed to synthesize it. (6) Given the product [CH3:13][O:14][C:15](=[O:25])[C:16]1[CH:24]=[CH:23][CH:22]=[C:18]([C:19]([NH:9][C:8]2[CH:10]=[CH:11][CH:12]=[C:6]([C:5]3[NH:1][N:2]=[N:3][N:4]=3)[CH:7]=2)=[O:20])[CH:17]=1, predict the reactants needed to synthesize it. The reactants are: [NH:1]1[C:5]([C:6]2[CH:7]=[C:8]([CH:10]=[CH:11][CH:12]=2)[NH2:9])=[N:4][N:3]=[N:2]1.[CH3:13][O:14][C:15](=[O:25])[C:16]1[CH:24]=[CH:23][CH:22]=[C:18]([C:19]([O-])=[O:20])[CH:17]=1. (7) Given the product [F:1][C:2]1[C:10]([CH3:11])=[CH:9][CH:8]=[C:7]([N:12]2[CH:19]=[CH:14][CH:15]=[N:16]2)[C:3]=1[C:4]([OH:6])=[O:5], predict the reactants needed to synthesize it. The reactants are: [F:1][C:2]1[C:10]([CH3:11])=[CH:9][CH:8]=[C:7]([N:12]2[N:16]=[CH:15][CH:14]=N2)[C:3]=1[C:4]([OH:6])=[O:5].N1C=C[CH:19]=N1. (8) Given the product [F:4][C:5]1[CH:6]=[C:7]([C:15]2[CH:20]=[CH:19][C:18]([CH3:21])=[CH:17][C:16]=2[OH:22])[CH:8]=[CH:9][C:10]=1[C:11]([O:13][CH3:14])=[O:12], predict the reactants needed to synthesize it. The reactants are: ClCCl.[F:4][C:5]1[CH:6]=[C:7]([C:15]2[CH:20]=[CH:19][C:18]([CH3:21])=[CH:17][C:16]=2[O:22]C)[CH:8]=[CH:9][C:10]=1[C:11]([O:13][CH3:14])=[O:12].B(Br)(Br)Br.